This data is from Full USPTO retrosynthesis dataset with 1.9M reactions from patents (1976-2016). The task is: Predict the reactants needed to synthesize the given product. (1) Given the product [Cl:1][C:2]1[CH:7]=[CH:6][N:5]=[C:4]2[C:8]([C:31](=[O:49])[NH:20][C@H:21]3[CH2:26][CH2:25][O:24][CH2:23][C@@H:22]3[OH:27])=[CH:9][N:10]([C:11]([O:13][C:14]([CH3:17])([CH3:16])[CH3:15])=[O:12])[C:3]=12, predict the reactants needed to synthesize it. The reactants are: [Cl:1][C:2]1[CH:7]=[CH:6][N:5]=[C:4]2[C:8](I)=[CH:9][N:10]([C:11]([O:13][C:14]([CH3:17])([CH3:16])[CH3:15])=[O:12])[C:3]=12.Cl.[NH2:20][C@H:21]1[CH2:26][CH2:25][O:24][CH2:23][C@@H:22]1[OH:27].CC1(C)C2C(=C(P(C3C=CC=CC=3)C3C=CC=CC=3)C=CC=2)[O:49][C:31]2C(P(C3C=CC=CC=3)C3C=CC=CC=3)=CC=CC1=2. (2) The reactants are: [N:1]([CH2:4][C@H:5]([N:15]([CH3:23])[C:16](=[O:22])[O:17][C:18]([CH3:21])([CH3:20])[CH3:19])[CH2:6][O:7]CC1C=CC=CC=1)=[N+]=[N-].[H][H].[C:26](Cl)([O:28][CH2:29][C:30]1[CH:35]=[CH:34][CH:33]=[CH:32][CH:31]=1)=[O:27].CCN(C(C)C)C(C)C. Given the product [CH2:29]([O:28][C:26](=[O:27])[NH:1][CH2:4][C@H:5]([N:15]([C:16]([O:17][C:18]([CH3:21])([CH3:20])[CH3:19])=[O:22])[CH3:23])[CH2:6][OH:7])[C:30]1[CH:35]=[CH:34][CH:33]=[CH:32][CH:31]=1, predict the reactants needed to synthesize it. (3) Given the product [Cl:16][C:9]1[C:8]([C:12]#[N:13])=[CH:7][N:6]=[C:5]2[S:4][CH:3]=[C:2]([CH3:1])[C:10]=12, predict the reactants needed to synthesize it. The reactants are: [CH3:1][C:2]1[C:10]2[C:9](=O)[C:8]([C:12]#[N:13])=[CH:7][NH:6][C:5]=2[S:4][CH:3]=1.O=P(Cl)(Cl)[Cl:16]. (4) Given the product [C:10]([C:8]1[CH:9]=[C:2]([C:48]2[N:53]=[C:52]([C:54]([F:57])([F:56])[F:55])[CH:51]=[CH:50][N:49]=2)[C:3]([OH:14])=[C:4]([CH:7]=1)[CH:5]=[O:6])([CH3:13])([CH3:12])[CH3:11], predict the reactants needed to synthesize it. The reactants are: Br[C:2]1[C:3]([OH:14])=[C:4]([CH:7]=[C:8]([C:10]([CH3:13])([CH3:12])[CH3:11])[CH:9]=1)[CH:5]=[O:6].B1(B2OC(C)(C)C(C)(C)O2)OC(C)(C)C(C)(C)O1.C([O-])(=O)C.[K+].ClCCl.C(=O)([O-])[O-].[Na+].[Na+].Cl[C:48]1[N:53]=[C:52]([C:54]([F:57])([F:56])[F:55])[CH:51]=[CH:50][N:49]=1. (5) Given the product [NH2:14][C:13]1[O:16][CH:17]2[C:25]3[C:21](=[CH:20][CH:19]=[C:18]2[CH:1]([C:3]2[CH:4]=[N:5][CH:6]=[C:7]([C:8]#[N:9])[CH:10]=2)[C:12]=1[C:11]#[N:15])[CH:22]=[CH:23][N:24]=3, predict the reactants needed to synthesize it. The reactants are: [CH:1]([C:3]1[CH:4]=[N:5][CH:6]=[C:7]([CH:10]=1)[C:8]#[N:9])=O.[C:11](#[N:15])[CH2:12][C:13]#[N:14].[OH:16][C:17]1[CH:18]=[CH:19][CH:20]=[C:21]2[C:25]=1[NH:24][CH:23]=[CH:22]2. (6) The reactants are: [CH:1]1([C:6]2[CH:11]=[C:10]([C:12]3[C:24]4[C:23]([CH3:25])=[C:22]([CH3:26])[S:21][C:20]=4[CH:19]=[C:18]4[C:13]=3[CH:14]=[CH:15][CH:16]=[CH:17]4)[CH:9]=[CH:8][C:7]=2[OH:27])[CH2:5][CH2:4][CH2:3][CH2:2]1.[C:28](OC(=O)C)(=[O:30])[CH3:29].Cl. Given the product [CH:1]1([C:6]2[CH:11]=[C:10]([C:12]3[C:24]4[C:23]([CH3:25])=[C:22]([CH3:26])[S:21][C:20]=4[CH:19]=[C:18]4[C:13]=3[CH:14]=[CH:15][CH:16]=[CH:17]4)[CH:9]=[CH:8][C:7]=2[O:27][C:28](=[O:30])[CH3:29])[CH2:2][CH2:3][CH2:4][CH2:5]1, predict the reactants needed to synthesize it. (7) The reactants are: [CH2:1]([O:3][C:4](=[O:12])[C:5]([CH2:10][OH:11])([CH2:8][OH:9])[CH:6]=[CH2:7])[CH3:2].N1C(C)=CC=CC=1C.[F:21][C:22]([F:35])([F:34])[S:23](O[S:23]([C:22]([F:35])([F:34])[F:21])(=[O:25])=[O:24])(=[O:25])=[O:24]. Given the product [CH2:1]([O:3][C:4](=[O:12])[C:5]([CH2:8][O:9][S:23]([C:22]([F:35])([F:34])[F:21])(=[O:25])=[O:24])([CH2:10][O:11][S:23]([C:22]([F:35])([F:34])[F:21])(=[O:25])=[O:24])[CH:6]=[CH2:7])[CH3:2], predict the reactants needed to synthesize it. (8) Given the product [Cl:1][C:2]1[N:7]=[C:6]([NH:8][C:9](=[O:15])[O:10][C:11]([CH3:12])([CH3:14])[CH3:13])[C:5]([C:21](=[O:24])[CH2:22][CH3:23])=[CH:4][CH:3]=1, predict the reactants needed to synthesize it. The reactants are: [Cl:1][C:2]1[N:7]=[C:6]([NH:8][C:9](=[O:15])[O:10][C:11]([CH3:14])([CH3:13])[CH3:12])[CH:5]=[CH:4][CH:3]=1.C([Li])CCC.[C:21](N1CCOCC1)(=[O:24])[CH2:22][CH3:23].[Cl-].[NH4+]. (9) Given the product [Cl:1][C:2]1[CH:7]=[CH:6][CH:5]=[C:4]([Cl:8])[C:3]=1[N:9]1[CH:36]=[C:35]([C:37]2[NH:41][CH:40]=[CH:39][N:38]=2)[C:12]2[N:13]=[C:14]([NH:17][C:18]3[CH:19]=[C:20]4[C:25](=[CH:26][CH:27]=3)[CH2:24][NH:23][CH2:22][CH2:21]4)[N:15]=[CH:16][C:11]=2[C:10]1=[O:42].[C:43]([OH:49])([C:45]([F:48])([F:47])[F:46])=[O:44], predict the reactants needed to synthesize it. The reactants are: [Cl:1][C:2]1[CH:7]=[CH:6][CH:5]=[C:4]([Cl:8])[C:3]=1[N:9]1[CH:36]=[C:35]([C:37]2[NH:38][CH:39]=[CH:40][N:41]=2)[C:12]2[N:13]=[C:14]([NH:17][C:18]3[CH:19]=[C:20]4[C:25](=[CH:26][CH:27]=3)[CH2:24][N:23](C(OC(C)(C)C)=O)[CH2:22][CH2:21]4)[N:15]=[CH:16][C:11]=2[C:10]1=[O:42].[C:43]([OH:49])([C:45]([F:48])([F:47])[F:46])=[O:44].ClCCl. (10) The reactants are: [CH3:1][O:2][C:3]1[CH:37]=[CH:36][C:6]([CH2:7][N:8]2[CH:16]=[N:15][C:14]3[C:9]2=[N:10][CH:11]=[N:12][C:13]=3[C:17]2[C:18]([O:23][C:24]3[C:33]([CH3:34])=[CH:32][CH:31]=[C:30]4[C:25]=3[CH:26]=[CH:27][NH:28][C:29]4=O)=[N:19][CH:20]=[CH:21][CH:22]=2)=[CH:5][CH:4]=1.P(Cl)(Cl)([Cl:40])=O. Given the product [CH3:1][O:2][C:3]1[CH:37]=[CH:36][C:6]([CH2:7][N:8]2[CH:16]=[N:15][C:14]3[C:9]2=[N:10][CH:11]=[N:12][C:13]=3[C:17]2[C:18]([O:23][C:24]3[C:33]([CH3:34])=[CH:32][CH:31]=[C:30]4[C:25]=3[CH:26]=[CH:27][N:28]=[C:29]4[Cl:40])=[N:19][CH:20]=[CH:21][CH:22]=2)=[CH:5][CH:4]=1, predict the reactants needed to synthesize it.